From a dataset of Catalyst prediction with 721,799 reactions and 888 catalyst types from USPTO. Predict which catalyst facilitates the given reaction. (1) Reactant: [CH3:1][C:2]1[O:3][C:4]([C:13]2[CH:14]=[CH:15][C:16]([NH:19][NH:20][C:21](=O)[CH:22]([CH3:24])[CH3:23])=[N:17][CH:18]=2)=[C:5]([C:7]2[CH:12]=[CH:11][CH:10]=[CH:9][CH:8]=2)[N:6]=1.O.[OH-].[Na+]. Product: [CH:22]([C:21]1[N:17]2[CH:18]=[C:13]([C:4]3[O:3][C:2]([CH3:1])=[N:6][C:5]=3[C:7]3[CH:12]=[CH:11][CH:10]=[CH:9][CH:8]=3)[CH:14]=[CH:15][C:16]2=[N:19][N:20]=1)([CH3:24])[CH3:23]. The catalyst class is: 286. (2) Reactant: [CH2:1]([O:8][C:9]1[CH:10]=[C:11]2[C:15](=[CH:16][CH:17]=1)[NH:14][CH:13]=[CH:12]2)[C:2]1[CH:7]=[CH:6][CH:5]=[CH:4][CH:3]=1.Br[CH2:19][CH2:20][C:21]1[CH:26]=[CH:25][CH:24]=[CH:23][CH:22]=1.[OH-].[K+]. Product: [CH2:1]([O:8][C:9]1[CH:10]=[C:11]2[C:15](=[CH:16][CH:17]=1)[N:14]([CH2:19][CH2:20][C:21]1[CH:26]=[CH:25][CH:24]=[CH:23][CH:22]=1)[CH:13]=[CH:12]2)[C:2]1[CH:3]=[CH:4][CH:5]=[CH:6][CH:7]=1. The catalyst class is: 58. (3) Reactant: [Cl:1][C:2]1[CH:7]=[C:6]([CH2:8][NH:9][CH2:10][C@H:11]([OH:24])[C:12]2[CH:21]=[CH:20][C:19]([OH:22])=[C:18]3[C:13]=2[CH:14]=[CH:15][C:16](=[O:23])[NH:17]3)[C:5]([O:25][CH3:26])=[CH:4][C:3]=1[NH:27][C:28]([CH2:30][CH2:31][N:32]1[CH2:37][CH2:36][CH:35]([O:38][C:39](=[O:53])[NH:40][C:41]2[CH:46]=[CH:45][CH:44]=[CH:43][C:42]=2[C:47]2[CH:52]=[CH:51][CH:50]=[CH:49][CH:48]=2)[CH2:34][CH2:33]1)=[O:29].O.O.[CH2:56]([S:62]([OH:65])(=[O:64])=[O:63])[CH2:57][S:58]([OH:61])(=[O:60])=[O:59]. Product: [CH2:56]([S:62]([OH:65])(=[O:64])=[O:63])[CH2:57][S:58]([OH:61])(=[O:60])=[O:59].[Cl:1][C:2]1[CH:7]=[C:6]([CH2:8][NH:9][CH2:10][C@H:11]([OH:24])[C:12]2[CH:21]=[CH:20][C:19]([OH:22])=[C:18]3[C:13]=2[CH:14]=[CH:15][C:16](=[O:23])[NH:17]3)[C:5]([O:25][CH3:26])=[CH:4][C:3]=1[NH:27][C:28]([CH2:30][CH2:31][N:32]1[CH2:37][CH2:36][CH:35]([O:38][C:39](=[O:53])[NH:40][C:41]2[CH:46]=[CH:45][CH:44]=[CH:43][C:42]=2[C:47]2[CH:48]=[CH:49][CH:50]=[CH:51][CH:52]=2)[CH2:34][CH2:33]1)=[O:29]. The catalyst class is: 252. (4) Reactant: [O:1]1[C:5]2([CH2:10][CH2:9][NH:8][CH2:7][CH2:6]2)[O:4][CH2:3][CH2:2]1.Cl[CH2:12][C@H:13]([OH:17])[CH2:14][C:15]#[N:16].C(=O)([O-])O.[Na+]. Product: [O:1]1[C:5]2([CH2:10][CH2:9][N:8]([CH2:12][CH:13]([OH:17])[CH2:14][C:15]#[N:16])[CH2:7][CH2:6]2)[O:4][CH2:3][CH2:2]1. The catalyst class is: 8. (5) Reactant: [Cl:1][C:2]1[CH:34]=[CH:33][C:5]2[NH:6][C:7]([C@@H:9]([NH:14][C:15](=[O:32])[C:16]3[CH:21]=[CH:20][C:19]([N:22]4[CH2:27][CH2:26][O:25][CH2:24][C:23]4=[O:28])=[C:18]([N+:29]([O-])=O)[CH:17]=3)[CH2:10][CH2:11][S:12][CH3:13])=[N:8][C:4]=2[CH:3]=1.O.O.[Sn](Cl)Cl.C(=O)([O-])O.[Na+]. Product: [NH2:29][C:18]1[CH:17]=[C:16]([CH:21]=[CH:20][C:19]=1[N:22]1[CH2:27][CH2:26][O:25][CH2:24][C:23]1=[O:28])[C:15]([NH:14][C@H:9]([C:7]1[NH:6][C:5]2[CH:33]=[CH:34][C:2]([Cl:1])=[CH:3][C:4]=2[N:8]=1)[CH2:10][CH2:11][S:12][CH3:13])=[O:32]. The catalyst class is: 13. (6) Reactant: O[C:2]1[CH:7]=[CH:6][C:5]([C:8]2[C:16]3[C:11](=[CH:12][CH:13]=[C:14]([C:17]#[N:18])[CH:15]=3)[N:10](C3CCCCO3)[N:9]=2)=[CH:4][CH:3]=1.C1(P(C2C=CC=CC=2)C2C=CC=CC=2)C=CC=CC=1.[CH3:44][N:45]([CH3:49])[CH2:46][CH2:47][OH:48].N(C(OCC)=O)=NC(OCC)=[O:53]. Product: [CH3:44][N:45]([CH3:49])[CH2:46][CH2:47][O:48][C:2]1[CH:7]=[CH:6][C:5]([C:8]2[C:16]3[C:11](=[CH:12][CH:13]=[C:14]([C:17]([NH2:18])=[O:53])[CH:15]=3)[NH:10][N:9]=2)=[CH:4][CH:3]=1. The catalyst class is: 25. (7) Reactant: [C:1]([O:5][C:6]([N:8]1[CH2:13][CH2:12][C@@H:11]([NH:14]CC2C=CC=CC=2)[C@H:10]([F:22])[CH2:9]1)=[O:7])([CH3:4])([CH3:3])[CH3:2].C([O-])=O.[NH4+]. The catalyst class is: 19. Product: [C:1]([O:5][C:6]([N:8]1[CH2:13][CH2:12][C@@H:11]([NH2:14])[C@H:10]([F:22])[CH2:9]1)=[O:7])([CH3:4])([CH3:2])[CH3:3]. (8) Reactant: [H-].[Na+].CN(C=O)C.[CH3:8][C:9]1[NH:10][C:11]2[C:16]([CH:17]=1)=[CH:15][C:14]([C:18]1[CH:19]=[N:20][N:21]([CH:23]3[CH2:28][CH2:27][CH2:26][CH2:25][O:24]3)[CH:22]=1)=[CH:13][CH:12]=2.CC1C=CC(S(O[CH2:40][CH:41]2[CH2:45][CH:44]([CH3:46])[N:43]([CH2:47][C:48]3[CH:53]=[CH:52][CH:51]=[CH:50][CH:49]=3)[CH2:42]2)(=O)=O)=CC=1. Product: [CH2:47]([N:43]1[CH:44]([CH3:46])[CH2:45][CH:41]([CH2:40][N:10]2[C:11]3[C:16](=[CH:15][C:14]([C:18]4[CH:19]=[N:20][N:21]([CH:23]5[CH2:28][CH2:27][CH2:26][CH2:25][O:24]5)[CH:22]=4)=[CH:13][CH:12]=3)[CH:17]=[C:9]2[CH3:8])[CH2:42]1)[C:48]1[CH:53]=[CH:52][CH:51]=[CH:50][CH:49]=1. The catalyst class is: 6.